This data is from Full USPTO retrosynthesis dataset with 1.9M reactions from patents (1976-2016). The task is: Predict the reactants needed to synthesize the given product. (1) Given the product [F:11][C:12]1[CH:19]=[CH:18][C:15]([CH2:16][NH:1][C@H:2]2[CH2:6][CH2:5][CH2:4][C@H:3]2[C:7]([O:9][CH3:10])=[O:8])=[CH:14][C:13]=1[CH3:20], predict the reactants needed to synthesize it. The reactants are: [NH2:1][C@H:2]1[CH2:6][CH2:5][CH2:4][C@H:3]1[C:7]([O:9][CH3:10])=[O:8].[F:11][C:12]1[CH:19]=[CH:18][C:15]([CH:16]=O)=[CH:14][C:13]=1[CH3:20].C([BH3-])#N.[Na+].C(=O)(O)[O-].[Na+]. (2) Given the product [C:29]([N:32]1[CH2:37][CH2:36][N:35]([C:5]2[N:6]=[CH:7][C:8]3[CH:14]=[C:13]([C:15]4[CH:20]=[CH:19][CH:18]=[CH:17][CH:16]=4)[C:12]([C:21]4[CH:28]=[CH:27][C:24]([CH:25]=[O:26])=[CH:23][CH:22]=4)=[N:11][C:9]=3[N:10]=2)[CH2:34][CH2:33]1)(=[O:31])[CH3:30], predict the reactants needed to synthesize it. The reactants are: C(S([C:5]1[N:6]=[CH:7][C:8]2[CH:14]=[C:13]([C:15]3[CH:20]=[CH:19][CH:18]=[CH:17][CH:16]=3)[C:12]([C:21]3[CH:28]=[CH:27][C:24]([CH:25]=[O:26])=[CH:23][CH:22]=3)=[N:11][C:9]=2[N:10]=1)=O)C.[C:29]([N:32]1[CH2:37][CH2:36][NH:35][CH2:34][CH2:33]1)(=[O:31])[CH3:30].